Dataset: Catalyst prediction with 721,799 reactions and 888 catalyst types from USPTO. Task: Predict which catalyst facilitates the given reaction. (1) Product: [OH:40][CH2:39][CH2:38][CH2:37][NH:36][C:32]1[N:31]=[C:30]([O:29][C:28]2[CH:41]=[CH:11][C:12]([NH:8][C:1]([NH:3][C:7]3[CH:6]=[CH:17][CH:18]=[CH:19][CH:20]=3)=[O:2])=[CH:26][CH:27]=2)[CH:35]=[CH:34][N:33]=1. Reactant: [C:1]([N:8]1[CH:12]=[CH:11]N=C1)([N:3]1[CH:7]=[CH:6]N=C1)=[O:2].C[Si](C)(C)C1C=[C:17](N)[CH:18]=[CH:19][CH:20]=1.NC1C=[CH:41][C:28]([O:29][C:30]2[CH:35]=[CH:34][N:33]=[C:32]([NH:36][CH2:37][CH2:38][CH2:39][OH:40])[N:31]=2)=[CH:27][CH:26]=1. The catalyst class is: 4. (2) Reactant: [Cl:1][C:2]1[CH:18]=[CH:17][C:5]2[CH2:6][CH2:7][N:8](C(=O)C(F)(F)F)[CH2:9][CH2:10][C:4]=2[C:3]=1[NH:19][CH2:20][C:21]1[CH:22]=[N:23][C:24]([S:27]([CH2:30][C:31]([CH3:34])([CH3:33])[CH3:32])(=[O:29])=[O:28])=[CH:25][CH:26]=1.O.[OH-].[Li+]. Product: [Cl:1][C:2]1[CH:18]=[CH:17][C:5]2[CH2:6][CH2:7][NH:8][CH2:9][CH2:10][C:4]=2[C:3]=1[NH:19][CH2:20][C:21]1[CH:22]=[N:23][C:24]([S:27]([CH2:30][C:31]([CH3:34])([CH3:33])[CH3:32])(=[O:29])=[O:28])=[CH:25][CH:26]=1. The catalyst class is: 5. (3) Reactant: Br[C:2]1[N:3]=[C:4]([N:11]2[CH:15]=[C:14]([C:16]3[CH:21]=[CH:20][C:19]([CH3:22])=[CH:18][CH:17]=3)[N:13]=[CH:12]2)[C:5]2[N:6]([CH:8]=[CH:9][N:10]=2)[CH:7]=1.Cl.[NH2:24][C:25]1[CH:26]=[C:27](B(O)O)[CH:28]=[CH:29][CH:30]=1.C(=O)([O-])[O-].[Na+].[Na+].COCCOC. Product: [C:19]1([CH3:22])[CH:20]=[CH:21][C:16]([C:14]2[N:13]=[CH:12][N:11]([C:4]3[C:5]4[N:6]([CH:8]=[CH:9][N:10]=4)[CH:7]=[C:2]([C:29]4[CH:30]=[C:25]([NH2:24])[CH:26]=[CH:27][CH:28]=4)[N:3]=3)[CH:15]=2)=[CH:17][CH:18]=1. The catalyst class is: 690. (4) Reactant: CS(O[CH2:6][CH2:7][N:8]1[CH:16]=[C:15]2[C:10]([CH2:11][CH2:12][C:13]3[C:19]4[C:20]([NH:24][C:25]5[CH:30]=[CH:29][C:28]([O:31][CH2:32][C:33]6[CH:38]=[CH:37][CH:36]=[C:35]([F:39])[CH:34]=6)=[C:27]([Cl:40])[CH:26]=5)=[N:21][CH:22]=[N:23][C:18]=4[S:17][C:14]=32)=[N:9]1)(=O)=O.[CH3:41][N:42]1[CH2:47][CH2:46][NH:45][CH2:44][CH2:43]1.C(N(C(C)C)CC)(C)C. Product: [Cl:40][C:27]1[CH:26]=[C:25]([NH:24][C:20]2[N:21]=[CH:22][N:23]=[C:18]3[S:17][C:14]4[C:15]5[C:10]([CH2:11][CH2:12][C:13]=4[C:19]=23)=[N:9][N:8]([CH2:7][CH2:6][N:45]2[CH2:46][CH2:47][N:42]([CH3:41])[CH2:43][CH2:44]2)[CH:16]=5)[CH:30]=[CH:29][C:28]=1[O:31][CH2:32][C:33]1[CH:38]=[CH:37][CH:36]=[C:35]([F:39])[CH:34]=1. The catalyst class is: 23. (5) Reactant: I[CH2:2][CH3:3].[CH:4]1([C:7]2[C:14]([CH:15]3[CH2:17][CH2:16]3)=[CH:13][C:10]([CH:11]=[O:12])=[C:9]([OH:18])[C:8]=2[F:19])[CH2:6][CH2:5]1.C(=O)([O-])[O-].[K+].[K+].CN(C=O)C. Product: [CH:4]1([C:7]2[C:14]([CH:15]3[CH2:17][CH2:16]3)=[CH:13][C:10]([CH:11]=[O:12])=[C:9]([O:18][CH2:2][CH3:3])[C:8]=2[F:19])[CH2:5][CH2:6]1. The catalyst class is: 84. (6) Product: [CH3:11][O:10][C:8]1[CH:7]=[CH:6][C:5]([NH:12][C:13]2[N:17]([C:18]3[CH:23]=[CH:22][CH:21]=[CH:20][C:19]=3[CH3:24])[N:16]=[C:15]([CH3:25])[C:14]=2[C:26]2[CH:27]=[C:28]3[C:33](=[CH:34][C:35]=2[CH3:36])[N:32]=[CH:31][CH:30]=[N:29]3)=[C:4]([CH:9]=1)[C:3]([OH:37])=[O:2]. Reactant: C[O:2][C:3](=[O:37])[C:4]1[CH:9]=[C:8]([O:10][CH3:11])[CH:7]=[CH:6][C:5]=1[NH:12][C:13]1[N:17]([C:18]2[CH:23]=[CH:22][CH:21]=[CH:20][C:19]=2[CH3:24])[N:16]=[C:15]([CH3:25])[C:14]=1[C:26]1[CH:27]=[C:28]2[C:33](=[CH:34][C:35]=1[CH3:36])[N:32]=[CH:31][CH:30]=[N:29]2.[OH-].[Na+].Cl. The catalyst class is: 38. (7) Reactant: [Li].[OH:2][C:3]1[CH:4]=[CH:5][CH:6]=[C:7]2[C:12]=1[N:11]=[CH:10][CH:9]=[CH:8]2.[Cl-:13].[Cl-].[Cl-].[Cl-].[CH:17]1([Nb+4:22])[CH:21]=[CH:20][CH:19]=[CH:18]1. Product: [Cl-:13].[Cl-:13].[Cl-:13].[N:11]1[C:12]2[C:7](=[CH:6][CH:5]=[CH:4][C:3]=2[O:2][Nb+3:22][CH:17]2[CH:21]=[CH:20][CH:19]=[CH:18]2)[CH:8]=[CH:9][CH:10]=1. The catalyst class is: 7. (8) Reactant: [Cl:1][C:2]1[CH:29]=[CH:28][C:5]([C:6]([O:8][CH2:9][C@@H:10]2[C@@H:14]([O:15][C:16](=[O:24])[C:17]3[CH:22]=[CH:21][C:20]([Cl:23])=[CH:19][CH:18]=3)[C@:13]([F:26])([CH3:25])[C:12](=[O:27])[O:11]2)=[O:7])=[CH:4][CH:3]=1.C(O[AlH-](OC(C)(C)C)OC(C)(C)C)(C)(C)C.[Li+].C(OCC)(=O)C.[Cl-].[NH4+]. Product: [Cl:1][C:2]1[CH:3]=[CH:4][C:5]([C:6]([O:8][CH2:9][C@@H:10]2[C@@H:14]([O:15][C:16](=[O:24])[C:17]3[CH:22]=[CH:21][C:20]([Cl:23])=[CH:19][CH:18]=3)[C@:13]([F:26])([CH3:25])[C@H:12]([OH:27])[O:11]2)=[O:7])=[CH:28][CH:29]=1. The catalyst class is: 87. (9) Reactant: [CH3:1][N:2]1[CH2:7][CH2:6][N:5]([C:8]2[CH:15]=[C:14]([C:16]3[CH:21]=[CH:20][CH:19]=[CH:18][C:17]=3[CH3:22])[C:11]([C:12]#[N:13])=[CH:10][N:9]=2)[CH2:4][CH2:3]1.S(=O)(=O)(O)[OH:24].[OH-].[Na+]. Product: [CH3:1][N:2]1[CH2:3][CH2:4][N:5]([C:8]2[CH:15]=[C:14]([C:16]3[CH:21]=[CH:20][CH:19]=[CH:18][C:17]=3[CH3:22])[C:11]([C:12]([NH2:13])=[O:24])=[CH:10][N:9]=2)[CH2:6][CH2:7]1. The catalyst class is: 13.